This data is from Catalyst prediction with 721,799 reactions and 888 catalyst types from USPTO. The task is: Predict which catalyst facilitates the given reaction. Reactant: [N:1]1[C:10]2[C:5](=[CH:6][CH:7]=[CH:8][CH:9]=2)[CH:4]=[CH:3][C:2]=1NC(=O)OC1C=CC=CC=1.C([N:23](CC)CC)C.Cl[C:29]([O:31][C:32]1[CH:37]=[CH:36][CH:35]=[CH:34][CH:33]=1)=[O:30]. Product: [N:1]1[C:10]2[C:5](=[CH:6][CH:7]=[CH:8][CH:9]=2)[C:4]([NH:23][C:29](=[O:30])[O:31][C:32]2[CH:37]=[CH:36][CH:35]=[CH:34][CH:33]=2)=[CH:3][CH:2]=1. The catalyst class is: 4.